This data is from Catalyst prediction with 721,799 reactions and 888 catalyst types from USPTO. The task is: Predict which catalyst facilitates the given reaction. (1) Reactant: C(OC(=O)[NH:7][C:8]1[CH:13]=[C:12]([CH3:14])[C:11]([C:15]([F:18])([F:17])[F:16])=[CH:10][C:9]=1[NH:19][C:20](=[O:45])[CH2:21][C:22]([C:24]1[CH:29]=[CH:28][CH:27]=[C:26]([C:30]2[CH:35]=[C:34]([CH2:36][O:37]C3CCCCO3)[N:33]=[C:32]([CH3:44])[CH:31]=2)[CH:25]=1)=O)(C)(C)C.C(O)(C(F)(F)F)=O. Product: [OH:37][CH2:36][C:34]1[CH:35]=[C:30]([C:26]2[CH:25]=[C:24]([C:22]3[CH2:21][C:20](=[O:45])[NH:19][C:9]4[CH:10]=[C:11]([C:15]([F:17])([F:16])[F:18])[C:12]([CH3:14])=[CH:13][C:8]=4[N:7]=3)[CH:29]=[CH:28][CH:27]=2)[CH:31]=[C:32]([CH3:44])[N:33]=1. The catalyst class is: 2. (2) Reactant: [C:1]([Si:5]([O:8][CH2:9][CH2:10][CH2:11][C:12]#[C:13][C:14]1[C:22]2[C:17](=[CH:18][CH:19]=[CH:20][CH:21]=2)[NH:16][CH:15]=1)([CH3:7])[CH3:6])([CH3:4])([CH3:3])[CH3:2].[H-].[Na+].CS(O[CH:30]1[CH2:35][CH2:34][N:33]([C:36]([O:38][C:39]([CH3:42])([CH3:41])[CH3:40])=[O:37])[CH2:32][CH2:31]1)(=O)=O. Product: [Si:5]([O:8][CH2:9][CH2:10][CH2:11][C:12]#[C:13][C:14]1[C:22]2[C:17](=[CH:18][CH:19]=[CH:20][CH:21]=2)[N:16]([CH:30]2[CH2:35][CH2:34][N:33]([C:36]([O:38][C:39]([CH3:42])([CH3:41])[CH3:40])=[O:37])[CH2:32][CH2:31]2)[CH:15]=1)([C:1]([CH3:4])([CH3:2])[CH3:3])([CH3:7])[CH3:6]. The catalyst class is: 3. (3) Reactant: [H-].[Na+].[CH2:3]([OH:7])[C:4]#[C:5][CH3:6].Cl[C:9]1[CH:14]=[C:13]([O:15][C@@H:16]2[CH2:20][CH2:19][CH2:18][C@H:17]2[CH3:21])[N:12]=[CH:11][N:10]=1.[Cl-].[NH4+]. Product: [CH2:3]([O:7][C:9]1[CH:14]=[C:13]([O:15][C@@H:16]2[CH2:20][CH2:19][CH2:18][C@H:17]2[CH3:21])[N:12]=[CH:11][N:10]=1)[C:4]#[C:5][CH3:6]. The catalyst class is: 7. (4) Reactant: [Cl:1][C:2]1[CH:3]=[C:4]([C:9]#[CH:10])[CH:5]=[CH:6][C:7]=1[F:8].[C:11]([O:18][CH3:19])(=[O:17])[CH2:12][C:13](OC)=O.[Cl-].[In+3].[Cl-].[Cl-].[F:24][C:25]1[C:26]([C:32](=[NH:34])[NH2:33])=[N:27][CH:28]=[C:29]([F:31])[CH:30]=1.P(Cl)(Cl)([Cl:37])=O. Product: [Cl:37][C:13]1[NH:33][C:32]([C:26]2[C:25]([F:24])=[CH:30][C:29]([F:31])=[CH:28][N:27]=2)=[N:34][C:9]([C:4]2[CH:5]=[CH:6][C:7]([F:8])=[C:2]([Cl:1])[CH:3]=2)([CH3:10])[C:12]=1[C:11]([O:18][CH3:19])=[O:17]. The catalyst class is: 12. (5) Reactant: CC(OC1C=CC=C(OC(C)C)C=1C1C(P(C2CCCCC2)C2CCCCC2)=CC=CC=1)C.[Li+].C[Si]([N-][Si](C)(C)C)(C)C.Cl[C:45]1[CH:54]=[CH:53][CH:52]=[C:51]2[C:46]=1[CH:47]=[C:48]1[CH2:67][C:59]3([CH2:64][O:63][C:62]([CH3:66])([CH3:65])[O:61][CH2:60]3)[CH2:58][C:49]1=[C:50]2[C:55](=[O:57])[CH3:56].CCCCCC.CCOC(C)=O.[CH3:80][NH:81][CH3:82]. Product: [CH3:80][N:81]([CH3:82])[C:45]1[CH:54]=[CH:53][CH:52]=[C:51]2[C:46]=1[CH:47]=[C:48]1[CH2:67][C:59]3([CH2:64][O:63][C:62]([CH3:66])([CH3:65])[O:61][CH2:60]3)[CH2:58][C:49]1=[C:50]2[C:55](=[O:57])[CH3:56]. The catalyst class is: 1. (6) Reactant: [C:1]([OH:5])(=[O:4])[CH:2]=[O:3].[Cl:6][C:7]1[CH:17]=[C:16]([Cl:18])[CH:15]=[CH:14][C:8]=1[CH2:9][NH:10][CH2:11][CH2:12]O.O. Product: [OH:4][CH:1]1[O:5][CH2:12][CH2:11][N:10]([CH2:9][C:8]2[CH:14]=[CH:15][C:16]([Cl:18])=[CH:17][C:7]=2[Cl:6])[C:2]1=[O:3]. The catalyst class is: 7. (7) Reactant: [Br:1][C:2]1[CH:15]=[CH:14][C:13]2[C:12]3[C:7](=[CH:8][C:9]([Br:16])=[CH:10][CH:11]=3)[CH2:6][CH2:5][C:4]=2[CH:3]=1.[CH2:17]([Sn](CCCC)(CCCC)C(OCC)=C)[CH2:18]CC.BrN1C(=[O:41])CCC1=O.O. Product: [Br:16][CH2:9][C:10]([C:11]1[CH:18]=[CH:17][C:6]2[C:5]3[C:4](=[CH:3][C:2]([Br:1])=[CH:15][CH:14]=3)[CH2:13][CH2:8][C:7]=2[CH:12]=1)=[O:41]. The catalyst class is: 660. (8) Reactant: [NH2:1][C:2]1[S:3][C:4]2[C:9]([N:10]=1)=[CH:8][CH:7]=[C:6]([O:11][C:12]1[C:13]([Cl:33])=[CH:14][C:15]([F:32])=[C:16]([NH:18][C:19](=[O:31])[C:20]3[CH:25]=[CH:24][CH:23]=[C:22]([C:26]([C:29]#[N:30])([CH3:28])[CH3:27])[CH:21]=3)[CH:17]=1)[N:5]=2.[CH:34]1([C:37](Cl)=[O:38])[CH2:36][CH2:35]1. Product: [Cl:33][C:13]1[C:12]([O:11][C:6]2[N:5]=[C:4]3[S:3][C:2]([NH:1][C:37]([CH:34]4[CH2:36][CH2:35]4)=[O:38])=[N:10][C:9]3=[CH:8][CH:7]=2)=[CH:17][C:16]([NH:18][C:19](=[O:31])[C:20]2[CH:25]=[CH:24][CH:23]=[C:22]([C:26]([C:29]#[N:30])([CH3:28])[CH3:27])[CH:21]=2)=[C:15]([F:32])[CH:14]=1. The catalyst class is: 300.